Regression. Given a peptide amino acid sequence and an MHC pseudo amino acid sequence, predict their binding affinity value. This is MHC class I binding data. From a dataset of Peptide-MHC class I binding affinity with 185,985 pairs from IEDB/IMGT. The peptide sequence is KPGPAKFSL. The MHC is HLA-A69:01 with pseudo-sequence HLA-A69:01. The binding affinity (normalized) is 0.0847.